Dataset: Forward reaction prediction with 1.9M reactions from USPTO patents (1976-2016). Task: Predict the product of the given reaction. (1) Given the reactants Cl[C:2]1[C:11]([Cl:12])=[N:10][C:9]2[C:4](=[CH:5][CH:6]=[CH:7][CH:8]=2)[N:3]=1.[N:13]1[CH:18]=[CH:17][CH:16]=[C:15]([NH2:19])[CH:14]=1.O, predict the reaction product. The product is: [Cl:12][C:11]1[C:2]([NH:19][C:15]2[CH:14]=[N:13][CH:18]=[CH:17][CH:16]=2)=[N:3][C:4]2[C:9]([N:10]=1)=[CH:8][CH:7]=[CH:6][CH:5]=2. (2) Given the reactants C([O:9][C:10]1[C:19]([CH3:20])=[CH:18][C:13]([C:14]([O:16]C)=[O:15])=[CH:12][C:11]=1[C:21](=[O:25])[NH:22][O:23][CH3:24])(=O)C1C=CC=CC=1.[OH-].[Na+], predict the reaction product. The product is: [OH:9][C:10]1[C:19]([CH3:20])=[CH:18][C:13]([C:14]([OH:16])=[O:15])=[CH:12][C:11]=1[C:21](=[O:25])[NH:22][O:23][CH3:24]. (3) Given the reactants [NH4+].[Cl-].[Cl:3][C:4]1[C:5]([C:29]2[CH:30]=[N:31][N:32]3[CH:37]=[CH:36][CH:35]=[CH:34][C:33]=23)=[N:6][C:7]([NH:10][C:11]2[CH:16]=[C:15]([N+:17]([O-])=O)[C:14]([N:20]([CH2:22][CH2:23][N:24]([CH3:26])[CH3:25])[CH3:21])=[CH:13][C:12]=2[O:27][CH3:28])=[N:8][CH:9]=1, predict the reaction product. The product is: [Cl:3][C:4]1[C:5]([C:29]2[CH:30]=[N:31][N:32]3[CH:37]=[CH:36][CH:35]=[CH:34][C:33]=23)=[N:6][C:7]([NH:10][C:11]2[CH:16]=[C:15]([NH2:17])[C:14]([N:20]([CH2:22][CH2:23][N:24]([CH3:25])[CH3:26])[CH3:21])=[CH:13][C:12]=2[O:27][CH3:28])=[N:8][CH:9]=1. (4) Given the reactants [F:1][C:2]1([F:40])[O:6][C:5]2[CH:7]=[CH:8][C:9]([C:11]3([C:14]([NH:16][C@H:17]4[CH2:22][C@@H:21]([C:23]5[CH:28]=[CH:27][CH:26]=[CH:25][CH:24]=5)[O:20][C@@H:19]([C:29]5[CH:38]=[CH:37][C:32]([C:33]([O:35]C)=[O:34])=[CH:31][C:30]=5[F:39])[CH2:18]4)=[O:15])[CH2:13][CH2:12]3)=[CH:10][C:4]=2[O:3]1, predict the reaction product. The product is: [F:40][C:2]1([F:1])[O:6][C:5]2[CH:7]=[CH:8][C:9]([C:11]3([C:14]([NH:16][C@H:17]4[CH2:22][C@@H:21]([C:23]5[CH:28]=[CH:27][CH:26]=[CH:25][CH:24]=5)[O:20][C@@H:19]([C:29]5[CH:38]=[CH:37][C:32]([C:33]([OH:35])=[O:34])=[CH:31][C:30]=5[F:39])[CH2:18]4)=[O:15])[CH2:13][CH2:12]3)=[CH:10][C:4]=2[O:3]1. (5) Given the reactants [F:1][C:2]([F:13])([F:12])[O:3][C:4]1[CH:11]=[CH:10][C:7]([CH:8]=[O:9])=[CH:6][CH:5]=1.C(Cl)Cl.OS(O)(=O)=O.[Br:22]N1C(=O)CCC1=O, predict the reaction product. The product is: [Br:22][C:5]1[CH:6]=[C:7]([CH:10]=[CH:11][C:4]=1[O:3][C:2]([F:12])([F:13])[F:1])[CH:8]=[O:9].